From a dataset of Reaction yield outcomes from USPTO patents with 853,638 reactions. Predict the reaction yield, written as a fraction of the theoretical maximum amount of product (1.0 means a 100% yield; for example, 0.34 means a 34% yield). (1) The reactants are [C:1]1([C:7]2[CH:8]=[CH:9][C:10]3[O:14][C:13](=S)[NH:12][C:11]=3[CH:16]=2)[CH:6]=[CH:5][CH:4]=[CH:3][CH:2]=1.P(Cl)(Cl)(Cl)(Cl)[Cl:18]. The catalyst is P(Cl)(Cl)(Cl)=O. The product is [Cl:18][C:13]1[O:14][C:10]2[CH:9]=[CH:8][C:7]([C:1]3[CH:6]=[CH:5][CH:4]=[CH:3][CH:2]=3)=[CH:16][C:11]=2[N:12]=1. The yield is 0.730. (2) The reactants are Br[CH2:2][C:3]1[C:8]([C:9]([O:11]C)=O)=[CH:7][N:6]=[C:5]([Cl:13])[CH:4]=1.Cl.[NH2:15][C@@H:16]([CH2:29][CH:30]1[CH2:35][CH2:34][CH2:33][CH2:32][CH2:31]1)[CH2:17][N:18]1[C:26](=[O:27])[C:25]2[C:20](=[CH:21][CH:22]=[CH:23][CH:24]=2)[C:19]1=[O:28].C(N(CC)C(C)C)(C)C.C(O)CCC. No catalyst specified. The product is [Cl:13][C:5]1[N:6]=[CH:7][C:8]2[C:9](=[O:11])[N:15]([C@@H:16]([CH2:29][CH:30]3[CH2:35][CH2:34][CH2:33][CH2:32][CH2:31]3)[CH2:17][N:18]3[C:19](=[O:28])[C:20]4[C:25](=[CH:24][CH:23]=[CH:22][CH:21]=4)[C:26]3=[O:27])[CH2:2][C:3]=2[CH:4]=1. The yield is 0.551. (3) The reactants are FC(F)(F)S(O[C:7]1[CH2:14][CH:13]2[CH2:15][CH:9]([CH2:10][N:11]([C:16]([O:18][CH2:19][CH3:20])=[O:17])[CH2:12]2)[CH:8]=1)(=O)=O.C(=O)([O-])[O-].[Na+].[Na+].[Cl-].[Li+].[N:31]1[CH:36]=[CH:35][CH:34]=[CH:33][C:32]=1B(O)O. The catalyst is C(COC)OC.CCOCC. The product is [N:31]1[CH:36]=[CH:35][CH:34]=[C:33]([C:7]2[CH2:14][CH:13]3[CH2:15][CH:9]([CH2:10][N:11]([C:16]([O:18][CH2:19][CH3:20])=[O:17])[CH2:12]3)[CH:8]=2)[CH:32]=1. The yield is 0.330.